From a dataset of Forward reaction prediction with 1.9M reactions from USPTO patents (1976-2016). Predict the product of the given reaction. (1) Given the reactants [NH2:1][C:2]1[CH:3]=[C:4]([C:9]([CH2:15][CH2:16][CH3:17])=[CH:10][C:11]([O:13][CH3:14])=[O:12])[CH:5]=[CH:6][C:7]=1[Cl:8].NC1C=C(C(=CCC)CC(OC)=O)C=CC=1Cl, predict the reaction product. The product is: [NH2:1][C:2]1[CH:3]=[C:4]([CH:9]([CH2:15][CH2:16][CH3:17])[CH2:10][C:11]([O:13][CH3:14])=[O:12])[CH:5]=[CH:6][C:7]=1[Cl:8]. (2) Given the reactants [Br:1][C:2]1[CH:7]=[CH:6][C:5]([C:8]2[NH:12][N:11]=[CH:10][N:9]=2)=[CH:4][CH:3]=1.CN(C=O)C.[H-].[Na+].Cl[CH2:21][O:22][CH2:23][CH2:24][Si:25]([CH3:28])([CH3:27])[CH3:26], predict the reaction product. The product is: [Br:1][C:2]1[CH:3]=[CH:4][C:5]([C:8]2[N:9]=[CH:10][N:11]([CH2:21][O:22][CH2:23][CH2:24][Si:25]([CH3:28])([CH3:27])[CH3:26])[N:12]=2)=[CH:6][CH:7]=1.[Br:1][C:2]1[CH:3]=[CH:4][C:5]([C:8]2[N:12]([CH2:21][O:22][CH2:23][CH2:24][Si:25]([CH3:28])([CH3:27])[CH3:26])[N:11]=[CH:10][N:9]=2)=[CH:6][CH:7]=1. (3) Given the reactants [NH2:1][C:2]1[CH:18]=[CH:17][CH:16]=[CH:15][C:3]=1[C:4]([NH:6][C:7]1[CH:12]=[CH:11][CH:10]=[C:9]([Br:13])[C:8]=1[CH3:14])=[O:5].[C:19]([O-])(O)=[O:20].[Na+], predict the reaction product. The product is: [Br:13][C:9]1[C:8]([CH3:14])=[C:7]([N:6]2[C:4](=[O:5])[C:3]3[C:2](=[CH:18][CH:17]=[CH:16][CH:15]=3)[NH:1][C:19]2=[O:20])[CH:12]=[CH:11][CH:10]=1. (4) Given the reactants [Br:1][C:2]1[CH:3]=[CH:4][C:5]([Cl:11])=[C:6]([CH:10]=1)[C:7]([OH:9])=[O:8].O=S(Cl)Cl.[CH3:16]O, predict the reaction product. The product is: [Br:1][C:2]1[CH:3]=[CH:4][C:5]([Cl:11])=[C:6]([CH:10]=1)[C:7]([O:9][CH3:16])=[O:8]. (5) Given the reactants I[C:2]12[CH2:6][C:4]([CH3:7])([CH2:5]1)[CH2:3]2.C([Li])(C)(C)C.[C:13](=[O:15])=[O:14], predict the reaction product. The product is: [CH3:7][C:4]12[CH2:6][C:2]([C:13]([OH:15])=[O:14])([CH2:5]1)[CH2:3]2.